Dataset: Reaction yield outcomes from USPTO patents with 853,638 reactions. Task: Predict the reaction yield, written as a fraction of the theoretical maximum amount of product (1.0 means a 100% yield; for example, 0.34 means a 34% yield). (1) The reactants are [Cl:1][C:2]1[N:7]=[C:6]([CH2:8][C:9]2[CH:14]=[CH:13][C:12]([N+:15]([O-])=O)=[CH:11][CH:10]=2)[N:5]2[CH:18]=[CH:19][N:20]=[C:4]2[C:3]=1[CH2:21][C:22]([O:24][CH3:25])=[O:23].O.O.Cl[Sn]Cl.C([O-])(O)=O.[Na+].CCOC(C)=O. The catalyst is CCO. The product is [Cl:1][C:2]1[N:7]=[C:6]([CH2:8][C:9]2[CH:14]=[CH:13][C:12]([NH2:15])=[CH:11][CH:10]=2)[N:5]2[CH:18]=[CH:19][N:20]=[C:4]2[C:3]=1[CH2:21][C:22]([O:24][CH3:25])=[O:23]. The yield is 0.920. (2) The reactants are [Br:1][C:2]1[CH:3]=[C:4]2[C:8](=[CH:9][CH:10]=1)[NH:7][C:6](=[O:11])[C:5]2=O.[NH:13]([C:15]([C:17]1[CH:22]=[CH:21][C:20]([NH:23][C:24](=[O:33])[CH2:25][CH2:26][C:27]2[CH:32]=[CH:31][CH:30]=[CH:29][CH:28]=2)=[CH:19][CH:18]=1)=[O:16])[NH2:14]. The catalyst is C(O)(=O)C. The product is [Br:1][C:2]1[CH:3]=[C:4]2[C:8](=[CH:9][CH:10]=1)[NH:7][C:6](=[O:11])[C:5]2=[N:14][NH:13][C:15]([C:17]1[CH:18]=[CH:19][C:20]([NH:23][C:24](=[O:33])[CH2:25][CH2:26][C:27]2[CH:28]=[CH:29][CH:30]=[CH:31][CH:32]=2)=[CH:21][CH:22]=1)=[O:16]. The yield is 0.790. (3) The reactants are C(NC(C)C)(C)C.[Li]CCCC.[Br:13][C:14]1[CH:19]=[CH:18][CH:17]=[C:16]([C:20]([F:23])([F:22])[F:21])[N:15]=1.[I:24]I. The catalyst is C1COCC1. The product is [Br:13][C:14]1[CH:19]=[C:18]([I:24])[CH:17]=[C:16]([C:20]([F:21])([F:22])[F:23])[N:15]=1. The yield is 0.490. (4) The reactants are [NH2:1][CH2:2][C:3]([NH2:5])=[O:4].C[Al](C)C.[Cl:10][C:11]1[CH:21]=[C:20](/[CH:22]=[CH:23]/[CH:24]([C:29]2[CH:34]=[C:33]([Cl:35])[C:32]([Cl:36])=[C:31]([Cl:37])[CH:30]=2)[C:25]([F:28])([F:27])[F:26])[CH:19]=[CH:18][C:12]=1[C:13](OCC)=[O:14]. The catalyst is C(Cl)Cl. The product is [Cl:10][C:11]1[CH:21]=[C:20](/[CH:22]=[CH:23]/[CH:24]([C:29]2[CH:30]=[C:31]([Cl:37])[C:32]([Cl:36])=[C:33]([Cl:35])[CH:34]=2)[C:25]([F:26])([F:27])[F:28])[CH:19]=[CH:18][C:12]=1[C:13]([NH:1][CH2:2][C:3](=[O:4])[NH:5][CH2:24][C:25]([F:28])([F:27])[F:26])=[O:14]. The yield is 0.500.